This data is from Catalyst prediction with 721,799 reactions and 888 catalyst types from USPTO. The task is: Predict which catalyst facilitates the given reaction. (1) Reactant: [Cl:1][C:2]1[C:3]([CH3:29])=[C:4]([NH:10][C@H:11]([C@H:26]([OH:28])[CH3:27])[C:12]([NH:14][NH:15][C:16](=[O:25])[C:17]2[CH:22]=[CH:21][C:20]([C:23]#[N:24])=[CH:19][CH:18]=2)=O)[CH:5]=[CH:6][C:7]=1[C:8]#[N:9].S(Cl)(C1C=CC(C)=CC=1)(=O)=O.CCN(P1(N(C)CCCN1C)=NC(C)(C)C)CC. Product: [Cl:1][C:2]1[C:3]([CH3:29])=[C:4]([NH:10][C@@H:11]([C:12]2[O:25][C:16]([C:17]3[CH:18]=[CH:19][C:20]([C:23]#[N:24])=[CH:21][CH:22]=3)=[N:15][N:14]=2)[C@H:26]([OH:28])[CH3:27])[CH:5]=[CH:6][C:7]=1[C:8]#[N:9]. The catalyst class is: 1. (2) Reactant: [C:1]([O:5][C:6]([N:8]1[C:16]2[C:11](=[CH:12][C:13]([O:17][CH2:18][C:19]3[CH:24]=[CH:23][CH:22]=[CH:21][CH:20]=3)=[CH:14][CH:15]=2)[C:10]([C:25]2[N:26]([C:38]([O:40][C:41]([CH3:44])([CH3:43])[CH3:42])=[O:39])[C:27]3[C:32]([CH:33]=2)=[CH:31][CH:30]=[C:29]([O:34][CH2:35][CH2:36]Br)[CH:28]=3)=[N:9]1)=[O:7])([CH3:4])([CH3:3])[CH3:2].[I-].[K+].[CH2:47]([NH:49][CH2:50][CH3:51])[CH3:48].C(=O)([O-])[O-].[Cs+].[Cs+]. Product: [C:1]([O:5][C:6]([N:8]1[C:16]2[C:11](=[CH:12][C:13]([O:17][CH2:18][C:19]3[CH:24]=[CH:23][CH:22]=[CH:21][CH:20]=3)=[CH:14][CH:15]=2)[C:10]([C:25]2[N:26]([C:38]([O:40][C:41]([CH3:44])([CH3:43])[CH3:42])=[O:39])[C:27]3[C:32]([CH:33]=2)=[CH:31][CH:30]=[C:29]([O:34][CH2:35][CH2:36][N:49]([CH2:50][CH3:51])[CH2:47][CH3:48])[CH:28]=3)=[N:9]1)=[O:7])([CH3:4])([CH3:3])[CH3:2]. The catalyst class is: 10. (3) Reactant: [C:1]1([C:7](=[N:14][CH2:15][C:16]([O:18][C:19]([CH3:22])([CH3:21])[CH3:20])=[O:17])[C:8]2[CH:13]=[CH:12][CH:11]=[CH:10][CH:9]=2)[CH:6]=[CH:5][CH:4]=[CH:3][CH:2]=1.[Li+].CC([N-]C(C)C)C.FC(F)(F)S(O[CH2:37][CH2:38][C:39]([F:42])([F:41])[F:40])(=O)=O.C(OCC)(=O)C. Product: [C:1]1([C:7](=[N:14][CH:15]([CH2:37][CH2:38][C:39]([F:42])([F:41])[F:40])[C:16]([O:18][C:19]([CH3:22])([CH3:21])[CH3:20])=[O:17])[C:8]2[CH:9]=[CH:10][CH:11]=[CH:12][CH:13]=2)[CH:2]=[CH:3][CH:4]=[CH:5][CH:6]=1. The catalyst class is: 134.